Task: Predict the product of the given reaction.. Dataset: Forward reaction prediction with 1.9M reactions from USPTO patents (1976-2016) (1) Given the reactants [Cl:1][C:2]1[C:3]([F:12])=[C:4]([CH:8]=[CH:9][C:10]=1[F:11])[C:5]([OH:7])=O.Cl.[NH2:14][CH2:15][C:16]1[CH:27]=[CH:26][C:25]([C:28]#[N:29])=[CH:24][C:17]=1[O:18][CH2:19][C:20]([NH:22][CH3:23])=[O:21], predict the reaction product. The product is: [Cl:1][C:2]1[C:3]([F:12])=[C:4]([CH:8]=[CH:9][C:10]=1[F:11])[C:5]([NH:14][CH2:15][C:16]1[CH:27]=[CH:26][C:25]([C:28]#[N:29])=[CH:24][C:17]=1[O:18][CH2:19][C:20](=[O:21])[NH:22][CH3:23])=[O:7]. (2) Given the reactants [NH2:1][C:2]1[N:6]([C:7]2([CH2:20][OH:21])[CH2:12][CH2:11][N:10]([CH2:13][C:14]3[CH:19]=[CH:18][CH:17]=[CH:16][CH:15]=3)[CH2:9][CH2:8]2)[N:5]=[C:4]([C:22]2[CH:27]=[CH:26][C:25]([O:28][C:29]3[CH:34]=[CH:33][CH:32]=[CH:31][CH:30]=3)=[CH:24][CH:23]=2)[C:3]=1[C:35]#[N:36].[CH3:37][S:38](Cl)(=[O:40])=[O:39], predict the reaction product. The product is: [CH3:37][S:38]([O:21][CH2:20][C:7]1([N:6]2[C:2]([NH2:1])=[C:3]([C:35]#[N:36])[C:4]([C:22]3[CH:23]=[CH:24][C:25]([O:28][C:29]4[CH:34]=[CH:33][CH:32]=[CH:31][CH:30]=4)=[CH:26][CH:27]=3)=[N:5]2)[CH2:12][CH2:11][N:10]([CH2:13][C:14]2[CH:15]=[CH:16][CH:17]=[CH:18][CH:19]=2)[CH2:9][CH2:8]1)(=[O:40])=[O:39]. (3) The product is: [CH3:1][O:2][C:3](=[O:33])[C:4]1[CH:9]=[CH:8][C:7]([CH2:10][N:11]2[CH:15]=[C:14]([C:16]3[CH:21]=[CH:20][C:19]([Cl:22])=[CH:18][C:17]=3[Cl:23])[N:13]=[C:12]2/[CH:24]=[CH:25]/[C:26]2[CH:31]=[CH:30][C:29]([C:38]3[CH:37]=[CH:36][C:35]([F:34])=[C:40]([F:41])[CH:39]=3)=[CH:28][CH:27]=2)=[CH:6][CH:5]=1. Given the reactants [CH3:1][O:2][C:3](=[O:33])[C:4]1[CH:9]=[CH:8][C:7]([CH2:10][N:11]2[CH:15]=[C:14]([C:16]3[CH:21]=[CH:20][C:19]([Cl:22])=[CH:18][C:17]=3[Cl:23])[N:13]=[C:12]2/[CH:24]=[CH:25]/[C:26]2[CH:31]=[CH:30][C:29](Br)=[CH:28][CH:27]=2)=[CH:6][CH:5]=1.[F:34][C:35]1[CH:36]=[C:37](B(O)O)[CH:38]=[CH:39][C:40]=1[F:41], predict the reaction product. (4) Given the reactants Cl.[NH2:2][C@@H:3]([CH2:7][C:8]1[CH:13]=[CH:12][C:11]([O:14][C:15]([F:18])([F:17])[F:16])=[CH:10][CH:9]=1)[C:4]([OH:6])=[O:5].[CH2:19]([O:26][C:27](Cl)=[O:28])[C:20]1[CH:25]=[CH:24][CH:23]=[CH:22][CH:21]=1.O.Cl, predict the reaction product. The product is: [CH2:19]([O:26][C:27]([NH:2][C@@H:3]([CH2:7][C:8]1[CH:9]=[CH:10][C:11]([O:14][C:15]([F:16])([F:17])[F:18])=[CH:12][CH:13]=1)[C:4]([OH:6])=[O:5])=[O:28])[C:20]1[CH:25]=[CH:24][CH:23]=[CH:22][CH:21]=1.